This data is from Forward reaction prediction with 1.9M reactions from USPTO patents (1976-2016). The task is: Predict the product of the given reaction. (1) Given the reactants [Cl:1][C:2]1[N:7]=[C:6]([NH:8][C:9]2[CH:14]=[CH:13][CH:12]=[C:11]([O:15][CH:16]3[CH2:21][CH2:20][CH2:19][CH2:18][O:17]3)[CH:10]=2)[C:5]([Cl:22])=[CH:4][N:3]=1.[C:23](=O)([O-])[O-].[K+].[K+].CI.O, predict the reaction product. The product is: [Cl:1][C:2]1[N:7]=[C:6]([N:8]([CH3:23])[C:9]2[CH:14]=[CH:13][CH:12]=[C:11]([O:15][CH:16]3[CH2:21][CH2:20][CH2:19][CH2:18][O:17]3)[CH:10]=2)[C:5]([Cl:22])=[CH:4][N:3]=1. (2) The product is: [O:4]1[CH2:5][CH2:6][C:2](=[N:9][NH:8][C:7]([O:11][C:12]([CH3:15])([CH3:14])[CH3:13])=[O:10])[CH2:3]1. Given the reactants O=[C:2]1[CH2:6][CH2:5][O:4][CH2:3]1.[C:7]([O:11][C:12]([CH3:15])([CH3:14])[CH3:13])(=[O:10])[NH:8][NH2:9], predict the reaction product. (3) Given the reactants [F:1][C:2]1[CH:10]=[CH:9][C:5]([C:6](O)=[O:7])=[CH:4][CH:3]=1.C(Cl)CCl.C1C=[N:19]C2N(O)N=NC=2C=1.[OH-].[NH4+], predict the reaction product. The product is: [F:1][C:2]1[CH:10]=[CH:9][C:5]([C:6]([NH2:19])=[O:7])=[CH:4][CH:3]=1.